Dataset: Catalyst prediction with 721,799 reactions and 888 catalyst types from USPTO. Task: Predict which catalyst facilitates the given reaction. (1) Reactant: [Cl:1][C:2]1[CH:3]=[C:4]([C:8]2[N:9]=[C:10]([N:16]3[C:20]4[CH:21]=[C:22]([CH:27]=O)[C:23]([O:25][CH3:26])=[CH:24][C:19]=4[N:18]=[CH:17]3)[S:11][C:12]=2[C:13]([NH2:15])=[O:14])[CH:5]=[CH:6][CH:7]=1.[CH3:29][N:30]1[CH2:35][CH2:34][NH:33][CH2:32][CH2:31]1.C(O[BH-](OC(=O)C)OC(=O)C)(=O)C.[Na+]. Product: [Cl:1][C:2]1[CH:3]=[C:4]([C:8]2[N:9]=[C:10]([N:16]3[C:20]4[CH:21]=[C:22]([CH2:27][N:33]5[CH2:34][CH2:35][N:30]([CH3:29])[CH2:31][CH2:32]5)[C:23]([O:25][CH3:26])=[CH:24][C:19]=4[N:18]=[CH:17]3)[S:11][C:12]=2[C:13]([NH2:15])=[O:14])[CH:5]=[CH:6][CH:7]=1. The catalyst class is: 4. (2) Reactant: CN(C(ON1N=NC2C=CC=NC1=2)=[N+](C)C)C.F[P-](F)(F)(F)(F)F.[CH2:25]([NH:27][CH2:28][C:29]([NH:31][CH2:32][CH2:33][CH2:34][F:35])=[O:30])[CH3:26].[CH2:36]([S:38]([N:41]1[C:53]2[CH2:52][CH2:51][CH:50]([CH:54]3[CH2:59][CH2:58][O:57][CH2:56][CH2:55]3)[CH2:49][C:48]=2[C:47]2[C:42]1=[CH:43][CH:44]=[C:45]([C:60](O)=[O:61])[CH:46]=2)(=[O:40])=[O:39])[CH3:37].C(N(CC)C(C)C)(C)C. The catalyst class is: 3. Product: [CH2:25]([N:27]([CH2:28][C:29]([NH:31][CH2:32][CH2:33][CH2:34][F:35])=[O:30])[C:60]([C:45]1[CH:46]=[C:47]2[C:42](=[CH:43][CH:44]=1)[N:41]([S:38]([CH2:36][CH3:37])(=[O:40])=[O:39])[C:53]1[CH2:52][CH2:51][CH:50]([CH:54]3[CH2:59][CH2:58][O:57][CH2:56][CH2:55]3)[CH2:49][C:48]2=1)=[O:61])[CH3:26]. (3) Reactant: [Cl:1][C:2]1[CH:3]=[N+:4]([O-])[C:5]([C:12]2[CH:17]=[CH:16][CH:15]=[C:14]([F:18])[CH:13]=2)=[C:6]([CH:11]=1)[C:7]([O:9][CH3:10])=[O:8].[CH2:20]([N:22](CC)CC)C.C[Si](C#N)(C)C. Product: [Cl:1][C:2]1[C:3]([C:20]#[N:22])=[N:4][C:5]([C:12]2[CH:17]=[CH:16][CH:15]=[C:14]([F:18])[CH:13]=2)=[C:6]([CH:11]=1)[C:7]([O:9][CH3:10])=[O:8]. The catalyst class is: 10. (4) Reactant: [H-].[Na+].[NH:3]1[C:11]2[C:6](=[CH:7][CH:8]=[CH:9][CH:10]=2)[C:5]([C:12](=[O:22])[CH2:13][C:14]2[CH:19]=[CH:18][CH:17]=[CH:16][C:15]=2[O:20][CH3:21])=[CH:4]1.Br[CH2:24][CH2:25][CH2:26][CH2:27][C:28]([O:30][CH2:31][CH3:32])=[O:29]. Product: [CH3:21][O:20][C:15]1[CH:16]=[CH:17][CH:18]=[CH:19][C:14]=1[CH2:13][C:12]([C:5]1[C:6]2[C:11](=[CH:10][CH:9]=[CH:8][CH:7]=2)[N:3]([CH2:24][CH2:25][CH2:26][CH2:27][C:28]([O:30][CH2:31][CH3:32])=[O:29])[CH:4]=1)=[O:22]. The catalyst class is: 9. (5) Reactant: [NH2:1][CH2:2][CH2:3][CH2:4][CH2:5][CH2:6][C:7]([OH:9])=[O:8].[OH-].[K+].[Br:12][CH2:13][C:14](Br)=[O:15].C(=O)([O-])[O-].[K+].[K+].Cl. Product: [Br:12][CH2:13][C:14]([NH:1][CH2:2][CH2:3][CH2:4][CH2:5][CH2:6][C:7]([OH:9])=[O:8])=[O:15]. The catalyst class is: 6. (6) Reactant: [C:1]([C:3]1[CH:4]=[CH:5][C:6]([O:13][C:14]2[CH:19]=[C:18]([CH3:20])[CH:17]=[CH:16][C:15]=2[CH3:21])=[C:7]([S:9](Cl)(=[O:11])=[O:10])[CH:8]=1)#[N:2].[N:22]1([C:28]([O:30][C:31]([CH3:34])([CH3:33])[CH3:32])=[O:29])[CH2:27][CH2:26][NH:25][CH2:24][CH2:23]1.CCOC(C)=O. Product: [C:1]([C:3]1[CH:4]=[CH:5][C:6]([O:13][C:14]2[CH:19]=[C:18]([CH3:20])[CH:17]=[CH:16][C:15]=2[CH3:21])=[C:7]([S:9]([N:25]2[CH2:24][CH2:23][N:22]([C:28]([O:30][C:31]([CH3:34])([CH3:33])[CH3:32])=[O:29])[CH2:27][CH2:26]2)(=[O:11])=[O:10])[CH:8]=1)#[N:2]. The catalyst class is: 2. (7) Reactant: [O:1]1[CH:5]=[CH:4][CH:3]=[C:2]1[C:6]1[CH:11]=[CH:10][C:9]([C:12]([CH3:17])([CH3:16])[C:13]([OH:15])=O)=[CH:8][CH:7]=1.CN(C(ON1N=NC2C=CC=CC1=2)=[N+](C)C)C.[B-](F)(F)(F)F.C(N(C(C)C)CC)(C)C.[CH3:49][O:50][CH2:51][CH2:52][NH2:53]. Product: [CH3:49][O:50][CH2:51][CH2:52][NH:53][C:13](=[O:15])[C:12]([C:9]1[CH:8]=[CH:7][C:6]([C:2]2[O:1][CH:5]=[CH:4][CH:3]=2)=[CH:11][CH:10]=1)([CH3:17])[CH3:16]. The catalyst class is: 2. (8) The catalyst class is: 116. Reactant: C([C:3]([CH2:16][CH3:17])(P(=O)([O-])[O-])/[C:4](/[CH3:11])=[CH:5]/[C:6]([O:8][CH2:9][CH3:10])=[O:7])C.C([Li])CCC.[CH3:23][C:24]1([CH3:46])[CH2:33][CH:32]=[C:31]([C:34]2[CH:39]=[CH:38][C:37]([CH3:40])=[CH:36][CH:35]=2)[C:30]2[CH:29]=[C:28](/[C:41](/C)=[CH:42]/C=O)[CH:27]=[CH:26][C:25]1=2. Product: [CH3:11]/[C:4](/[CH:3]=[CH:16]/[CH:17]=[C:41](/[C:28]1[CH:27]=[CH:26][C:25]2[C:24]([CH3:23])([CH3:46])[CH2:33][CH:32]=[C:31]([C:34]3[CH:39]=[CH:38][C:37]([CH3:40])=[CH:36][CH:35]=3)[C:30]=2[CH:29]=1)\[CH3:42])=[CH:5]\[C:6]([O:8][CH2:9][CH3:10])=[O:7].